From a dataset of Peptide-MHC class II binding affinity with 134,281 pairs from IEDB. Regression. Given a peptide amino acid sequence and an MHC pseudo amino acid sequence, predict their binding affinity value. This is MHC class II binding data. (1) The peptide sequence is AIAGAWENGVCGIRS. The MHC is DRB1_0101 with pseudo-sequence DRB1_0101. The binding affinity (normalized) is 0.446. (2) The peptide sequence is QQPPFAEQEQPVLPQ. The MHC is HLA-DQA10501-DQB10201 with pseudo-sequence HLA-DQA10501-DQB10201. The binding affinity (normalized) is 0.199. (3) The peptide sequence is GELDIVDKIDAAFKI. The MHC is DRB1_0101 with pseudo-sequence DRB1_0101. The binding affinity (normalized) is 0.576. (4) The peptide sequence is TVPRTKYTATISGLK. The MHC is HLA-DQA10501-DQB10301 with pseudo-sequence HLA-DQA10501-DQB10301. The binding affinity (normalized) is 0.245. (5) The peptide sequence is ADLGYGPATPAAPAA. The MHC is DRB5_0101 with pseudo-sequence DRB5_0101. The binding affinity (normalized) is 0.167.